Regression. Given a peptide amino acid sequence and an MHC pseudo amino acid sequence, predict their binding affinity value. This is MHC class II binding data. From a dataset of Peptide-MHC class II binding affinity with 134,281 pairs from IEDB. (1) The peptide sequence is MKINRQILDNAAKYV. The MHC is HLA-DPA10201-DPB10101 with pseudo-sequence HLA-DPA10201-DPB10101. The binding affinity (normalized) is 0.176. (2) The peptide sequence is AIQQVRSLIGNEEFLDY. The MHC is DRB3_0101 with pseudo-sequence DRB3_0101. The binding affinity (normalized) is 0.168. (3) The peptide sequence is AAATAGTTVYGAFAT. The MHC is HLA-DQA10401-DQB10402 with pseudo-sequence HLA-DQA10401-DQB10402. The binding affinity (normalized) is 0. (4) The peptide sequence is PFSRIRDGLQYGWKT. The MHC is DRB3_0202 with pseudo-sequence DRB3_0202. The binding affinity (normalized) is 0. (5) The peptide sequence is FENLVAENVKPPKVD. The MHC is DRB4_0101 with pseudo-sequence DRB4_0103. The binding affinity (normalized) is 0.155. (6) The peptide sequence is ALEDDLLNRNNSFKP. The MHC is HLA-DQA10501-DQB10201 with pseudo-sequence HLA-DQA10501-DQB10201. The binding affinity (normalized) is 0. (7) The peptide sequence is RRGRIGRNPNRDGDS. The binding affinity (normalized) is 0. The MHC is DRB1_0701 with pseudo-sequence DRB1_0701. (8) The peptide sequence is EKKYFAATQFERLAA. The MHC is HLA-DQA10501-DQB10201 with pseudo-sequence HLA-DQA10501-DQB10201. The binding affinity (normalized) is 0.454.